The task is: Binary Classification. Given a drug SMILES string, predict its activity (active/inactive) in a high-throughput screening assay against a specified biological target.. This data is from Tyrosyl-DNA phosphodiesterase HTS with 341,365 compounds. The molecule is Clc1c(NC(=O)CSc2n(Cc3ccc(OC)cc3)ccn2)cc(cc1)C(F)(F)F. The result is 0 (inactive).